Dataset: NCI-60 drug combinations with 297,098 pairs across 59 cell lines. Task: Regression. Given two drug SMILES strings and cell line genomic features, predict the synergy score measuring deviation from expected non-interaction effect. (1) Drug 1: CC1C(C(=O)NC(C(=O)N2CCCC2C(=O)N(CC(=O)N(C(C(=O)O1)C(C)C)C)C)C(C)C)NC(=O)C3=C4C(=C(C=C3)C)OC5=C(C(=O)C(=C(C5=N4)C(=O)NC6C(OC(=O)C(N(C(=O)CN(C(=O)C7CCCN7C(=O)C(NC6=O)C(C)C)C)C)C(C)C)C)N)C. Drug 2: CN1C2=C(C=C(C=C2)N(CCCl)CCCl)N=C1CCCC(=O)O.Cl. Cell line: MOLT-4. Synergy scores: CSS=48.9, Synergy_ZIP=3.03, Synergy_Bliss=1.03, Synergy_Loewe=-72.5, Synergy_HSA=-9.18. (2) Drug 1: CCN(CC)CCNC(=O)C1=C(NC(=C1C)C=C2C3=C(C=CC(=C3)F)NC2=O)C. Drug 2: C1CN1C2=NC(=NC(=N2)N3CC3)N4CC4. Cell line: MDA-MB-435. Synergy scores: CSS=9.62, Synergy_ZIP=-5.19, Synergy_Bliss=2.92, Synergy_Loewe=0.636, Synergy_HSA=3.61. (3) Drug 1: CCC1(CC2CC(C3=C(CCN(C2)C1)C4=CC=CC=C4N3)(C5=C(C=C6C(=C5)C78CCN9C7C(C=CC9)(C(C(C8N6C=O)(C(=O)OC)O)OC(=O)C)CC)OC)C(=O)OC)O.OS(=O)(=O)O. Drug 2: CN1C(=O)N2C=NC(=C2N=N1)C(=O)N. Cell line: LOX IMVI. Synergy scores: CSS=9.36, Synergy_ZIP=-1.95, Synergy_Bliss=-1.23, Synergy_Loewe=-27.3, Synergy_HSA=-0.154. (4) Drug 1: CC1=C2C(C(=O)C3(C(CC4C(C3C(C(C2(C)C)(CC1OC(=O)C(C(C5=CC=CC=C5)NC(=O)OC(C)(C)C)O)O)OC(=O)C6=CC=CC=C6)(CO4)OC(=O)C)O)C)O. Drug 2: CC1=C(C(=O)C2=C(C1=O)N3CC4C(C3(C2COC(=O)N)OC)N4)N. Cell line: SK-OV-3. Synergy scores: CSS=26.8, Synergy_ZIP=-6.53, Synergy_Bliss=1.12, Synergy_Loewe=-0.0455, Synergy_HSA=-0.0814.